From a dataset of Forward reaction prediction with 1.9M reactions from USPTO patents (1976-2016). Predict the product of the given reaction. Given the reactants [N+:1]([C:4]1[CH:9]=[CH:8][CH:7]=[C:6]([N+:10]([O-])=O)[C:5]=1[NH:13][CH2:14][CH2:15][CH2:16][OH:17])([O-])=O, predict the reaction product. The product is: [NH2:1][C:4]1[CH:9]=[CH:8][CH:7]=[C:6]([NH2:10])[C:5]=1[NH:13][CH2:14][CH2:15][CH2:16][OH:17].